This data is from Full USPTO retrosynthesis dataset with 1.9M reactions from patents (1976-2016). The task is: Predict the reactants needed to synthesize the given product. (1) Given the product [CH:16]1([C:14]2[NH:13][N:12]=[C:11]([NH:10][C:6]3[N:5]=[C:4]([NH:19][C@H:20]([C:22]4[CH:23]=[CH:24][C:25]([F:28])=[CH:26][CH:27]=4)[CH3:21])[C:3]([CH2:2][NH:1][C:59]([C@H:57]4[CH2:56][CH2:55][C:54](=[O:53])[NH:58]4)=[O:60])=[CH:8][C:7]=3[F:9])[CH:15]=2)[CH2:18][CH2:17]1, predict the reactants needed to synthesize it. The reactants are: [NH2:1][CH2:2][C:3]1[C:4]([NH:19][C@H:20]([C:22]2[CH:27]=[CH:26][C:25]([F:28])=[CH:24][CH:23]=2)[CH3:21])=[N:5][C:6]([NH:10][C:11]2[CH:15]=[C:14]([CH:16]3[CH2:18][CH2:17]3)[NH:13][N:12]=2)=[C:7]([F:9])[CH:8]=1.CN(C(ON1N=NC2C=CC=CC1=2)=[N+](C)C)C.F[P-](F)(F)(F)(F)F.[O:53]=[C:54]1[NH:58][C@@H:57]([C:59](O)=[O:60])[CH2:56][CH2:55]1.CCN(C(C)C)C(C)C. (2) Given the product [ClH:2].[NH2:12][CH2:11][C:10]([C:4]1[C:3]([Cl:2])=[CH:8][C:7]([Cl:9])=[CH:6][N:5]=1)=[O:22], predict the reactants needed to synthesize it. The reactants are: [Br-].[Cl:2][C:3]1[C:4]([C:10](=[O:22])[CH2:11][N+:12]23CN4CN(CN(C4)C2)C3)=[N:5][CH:6]=[C:7]([Cl:9])[CH:8]=1.